From a dataset of Reaction yield outcomes from USPTO patents with 853,638 reactions. Predict the reaction yield, written as a fraction of the theoretical maximum amount of product (1.0 means a 100% yield; for example, 0.34 means a 34% yield). (1) The reactants are [I:1][C:2]1[CH:3]=[N:4][NH:5][CH:6]=1.CN(C)C=O.CS(O[CH:17]1[CH2:20][CH:19]([O:21][CH2:22][C:23]2[CH:28]=[CH:27][CH:26]=[CH:25][CH:24]=2)[CH2:18]1)(=O)=O.C(=O)([O-])[O-].[Cs+].[Cs+]. The catalyst is O. The product is [CH2:22]([O:21][CH:19]1[CH2:18][CH:17]([N:4]2[CH:3]=[C:2]([I:1])[CH:6]=[N:5]2)[CH2:20]1)[C:23]1[CH:28]=[CH:27][CH:26]=[CH:25][CH:24]=1. The yield is 0.830. (2) The reactants are [N:1]([C:4]1[CH:9]=[CH:8][N:7]=[CH:6][C:5]=1[S:10]([NH2:13])(=[O:12])=[O:11])=[N+]=[N-].[BH4-].[Na+]. The catalyst is CO. The product is [NH2:1][C:4]1[CH:9]=[CH:8][N:7]=[CH:6][C:5]=1[S:10]([NH2:13])(=[O:12])=[O:11]. The yield is 0.550.